From a dataset of Catalyst prediction with 721,799 reactions and 888 catalyst types from USPTO. Predict which catalyst facilitates the given reaction. Reactant: [F:1][C:2]1[CH:7]=[CH:6][C:5]([OH:8])=[CH:4][C:3]=1[CH3:9].Cl[C:11]1[CH:12]=[CH:13][C:14]([N+:26]([O-:28])=[O:27])=[C:15]([CH2:17][NH:18][C:19](=[O:25])[O:20][C:21]([CH3:24])([CH3:23])[CH3:22])[CH:16]=1.[H-].[Na+]. Product: [F:1][C:2]1[CH:7]=[CH:6][C:5]([O:8][C:11]2[CH:12]=[CH:13][C:14]([N+:26]([O-:28])=[O:27])=[C:15]([CH2:17][NH:18][C:19](=[O:25])[O:20][C:21]([CH3:24])([CH3:22])[CH3:23])[CH:16]=2)=[CH:4][C:3]=1[CH3:9]. The catalyst class is: 9.